Dataset: Reaction yield outcomes from USPTO patents with 853,638 reactions. Task: Predict the reaction yield, written as a fraction of the theoretical maximum amount of product (1.0 means a 100% yield; for example, 0.34 means a 34% yield). (1) The reactants are [N:1]([C:4]1[CH:9]=[CH:8][C:7]([Br:10])=[CH:6][CH:5]=1)=[N+:2]=[N-:3].[CH3:11][O:12][C:13](=[O:16])[CH2:14][CH3:15]. The catalyst is C1(C)C=CC=CC=1. The product is [CH3:11][O:12][C:13]([C:14]1[N:1]([C:4]2[CH:9]=[CH:8][C:7]([Br:10])=[CH:6][CH:5]=2)[N:2]=[N:3][CH:15]=1)=[O:16]. The yield is 0.211. (2) The reactants are F[C:2]1[CH:26]=[CH:25][C:5]([O:6][CH2:7][C@H:8]2[CH2:24][N:12]3[CH2:13][CH2:14][N:15]([C:17]4[CH:22]=[CH:21][C:20](N)=[CH:19][CH:18]=4)[CH2:16][C@@H:11]3[CH2:10][CH2:9]2)=[CH:4][CH:3]=1.N(OCCC(C)C)=O. The catalyst is C1COCC1. The product is [O:6]([CH2:7][C@H:8]1[CH2:24][N:12]2[CH2:13][CH2:14][N:15]([C:17]3[CH:18]=[CH:19][CH:20]=[CH:21][CH:22]=3)[CH2:16][C@@H:11]2[CH2:10][CH2:9]1)[C:5]1[CH:25]=[CH:26][CH:2]=[CH:3][CH:4]=1. The yield is 0.160. (3) The yield is 0.810. The product is [CH3:22][S:23]([N:12]1[CH2:13][CH2:14][N:9]([C:6]2[CH:5]=[CH:4][C:3]([Br:2])=[CH:8][CH:7]=2)[CH2:10][CH2:11]1)(=[O:25])=[O:24]. The reactants are Cl.[Br:2][C:3]1[CH:8]=[CH:7][C:6]([N:9]2[CH2:14][CH2:13][NH:12][CH2:11][CH2:10]2)=[CH:5][CH:4]=1.C(N(CC)CC)C.[CH3:22][S:23](Cl)(=[O:25])=[O:24]. The catalyst is C(Cl)Cl. (4) The reactants are I.[Cl:2][C:3]1[C:4]2[C:5]3[C:6](=[C:20]([CH3:23])[O:21][N:22]=3)[C:7](=[O:19])[N:8]([CH:13]3[CH2:18][CH2:17][CH2:16][NH:15][CH2:14]3)[C:9]=2[CH:10]=[CH:11][CH:12]=1.N12CCCN=C1CCCCC2.[O:35]1[CH2:44][CH:36]1[CH2:37][C:38]1[CH:43]=[CH:42][CH:41]=[CH:40][CH:39]=1. The catalyst is C(O)C.C(O)(C)C.C(Cl)(Cl)Cl. The product is [Cl:2][C:3]1[C:4]2[C:5]3[C:6](=[C:20]([CH3:23])[O:21][N:22]=3)[C:7](=[O:19])[N:8]([CH:13]3[CH2:18][CH2:17][CH2:16][N:15]([CH2:44][CH:36]([OH:35])[CH2:37][C:38]4[CH:43]=[CH:42][CH:41]=[CH:40][CH:39]=4)[CH2:14]3)[C:9]=2[CH:10]=[CH:11][CH:12]=1. The yield is 0.840.